Task: Predict the product of the given reaction.. Dataset: Forward reaction prediction with 1.9M reactions from USPTO patents (1976-2016) (1) Given the reactants Br[CH2:2][C:3](=O)[CH2:4][OH:5].[NH2:7][C:8](=[S:14])[C:9]([O:11][CH2:12][CH3:13])=[O:10], predict the reaction product. The product is: [OH:5][CH2:4][C:3]1[N:7]=[C:8]([C:9]([O:11][CH2:12][CH3:13])=[O:10])[S:14][CH:2]=1. (2) Given the reactants Br[C:2]1[CH:3]=[CH:4][C:5]([N:15]2[CH2:20][CH2:19][CH2:18][CH:17]([CH3:21])[CH2:16]2)=[C:6](/[CH:8]=[CH:9]/[C:10]([O:12][CH2:13][CH3:14])=[O:11])[CH:7]=1.[CH2:22]([O:26][CH2:27][CH2:28][O:29][C:30]1[CH:35]=[CH:34][C:33](OB(O)O)=[CH:32][CH:31]=1)[CH2:23][CH2:24][CH3:25].C(=O)([O-])[O-].[K+].[K+], predict the reaction product. The product is: [CH2:22]([O:26][CH2:27][CH2:28][O:29][C:30]1[CH:31]=[CH:32][C:33]([C:2]2[CH:3]=[CH:4][C:5]([N:15]3[CH2:20][CH2:19][CH2:18][CH:17]([CH3:21])[CH2:16]3)=[C:6](/[CH:8]=[CH:9]/[C:10]([O:12][CH2:13][CH3:14])=[O:11])[CH:7]=2)=[CH:34][CH:35]=1)[CH2:23][CH2:24][CH3:25]. (3) The product is: [CH2:1]([C:3]1[CH:4]=[CH:5][C:6]([CH:9]2[CH2:10][CH:11]([C:23]3[O:25][N:29]=[C:28]([C:30]4[CH:35]=[CH:34][CH:33]=[C:32]([CH3:36])[CH:31]=4)[N:27]=3)[CH2:12][N:13]([C:15]([N:17]3[CH2:18][CH2:19][O:20][CH2:21][CH2:22]3)=[O:16])[CH2:14]2)=[CH:7][CH:8]=1)[CH3:2]. Given the reactants [CH2:1]([C:3]1[CH:8]=[CH:7][C:6]([CH:9]2[CH2:14][N:13]([C:15]([N:17]3[CH2:22][CH2:21][O:20][CH2:19][CH2:18]3)=[O:16])[CH2:12][CH:11]([C:23]([OH:25])=O)[CH2:10]2)=[CH:5][CH:4]=1)[CH3:2].O[NH:27][C:28]([C:30]1[CH:35]=[CH:34][CH:33]=[C:32]([CH3:36])[CH:31]=1)=[NH:29], predict the reaction product. (4) Given the reactants [Cl:1][C:2]1[CH:7]=[C:6]([C:8]#[N:9])[CH:5]=[C:4]([Cl:10])[N:3]=1.C[O-].[Na+].Cl.[CH:15]1([NH2:18])[CH2:17][CH2:16]1, predict the reaction product. The product is: [Cl:1][C:2]1[CH:7]=[C:6]([CH:5]=[C:4]([Cl:10])[N:3]=1)[C:8]([NH:18][CH:15]1[CH2:17][CH2:16]1)=[NH:9]. (5) Given the reactants [O:1]1[CH:5]=[CH:4][CH:3]=[C:2]1[C:6]1[O:7][C:8]([CH3:36])=[C:9]([CH2:11][O:12][C:13]2[CH:33]=[CH:32][C:16]([CH2:17][O:18][C:19]3[CH:23]=[C:22]([CH:24]=O)[N:21]([C:26]4[CH:31]=[CH:30][CH:29]=[CH:28][CH:27]=4)[N:20]=3)=[CH:15][C:14]=2[O:34][CH3:35])[N:10]=1.[Cl-].[N:38]1[CH:43]=[CH:42][CH:41]=[CH:40][C:39]=1[CH2:44][P+](C1C=CC=CC=1)(C1C=CC=CC=1)C1C=CC=CC=1.C(=O)([O-])[O-].[K+].[K+].CN(C)C=O, predict the reaction product. The product is: [O:1]1[CH:5]=[CH:4][CH:3]=[C:2]1[C:6]1[O:7][C:8]([CH3:36])=[C:9]([CH2:11][O:12][C:13]2[CH:33]=[CH:32][C:16]([CH2:17][O:18][C:19]3[CH:23]=[C:22](/[CH:24]=[CH:44]/[C:39]4[CH:40]=[CH:41][CH:42]=[CH:43][N:38]=4)[N:21]([C:26]4[CH:27]=[CH:28][CH:29]=[CH:30][CH:31]=4)[N:20]=3)=[CH:15][C:14]=2[O:34][CH3:35])[N:10]=1. (6) Given the reactants C([C:3]1[CH:15]=[CH:14][C:13]2[C:12]3[C:7](=[CH:8][CH:9]=[CH:10][CH:11]=3)[CH2:6][C:5]=2[C:4]=1[CH2:16][CH3:17])C.[Br:18]N1C(=O)CCC1=O.C1(=O)O[CH:29]([CH3:30])CO1, predict the reaction product. The product is: [Br:18][C:3]1[CH:4]=[CH:16][C:17]2[C:11]3[C:12](=[CH:7][CH:8]=[CH:9][CH:10]=3)[C:13]([CH2:29][CH3:30])([CH2:5][CH3:6])[C:14]=2[CH:15]=1.